This data is from Full USPTO retrosynthesis dataset with 1.9M reactions from patents (1976-2016). The task is: Predict the reactants needed to synthesize the given product. (1) Given the product [Br:42][C:39]1[CH:38]=[CH:37][C:36]([C:34]2[N:35]=[C:31]([NH:30][C:12]([CH:11]=[CH:10][C:9]3[CH:15]=[CH:16][C:6]([O:23][C:24](=[O:28])[CH2:25][CH2:47][CH3:48])=[C:7]([O:17][CH3:18])[CH:8]=3)=[O:14])[S:32][CH:33]=2)=[CH:41][CH:40]=1, predict the reactants needed to synthesize it. The reactants are: C([C:6]1[CH:16]=[CH:15][C:9]([CH:10]=[CH:11][C:12]([OH:14])=O)=[CH:8][C:7]=1[O:17][CH3:18])(=O)CCC.CN(C=[O:23])C.[C:24](Cl)(=[O:28])[C:25](Cl)=O.[NH2:30][C:31]1[S:32][CH:33]=[C:34]([C:36]2[CH:41]=[CH:40][C:39]([Br:42])=[CH:38][CH:37]=2)[N:35]=1.N1[CH:48]=[CH:47]C=CC=1. (2) Given the product [CH3:11][O:10][CH2:9][CH2:8][N:7]1[CH2:2][CH2:3][NH:4][C:5]1=[O:6], predict the reactants needed to synthesize it. The reactants are: Cl[CH2:2][CH2:3][NH:4][C:5]([NH:7][CH2:8][CH2:9][O:10][CH3:11])=[O:6].[H-].[Na+].[NH4+].[Cl-]. (3) Given the product [F:23][C:24]1([F:30])[CH2:26][CH:25]1[C:27]1[NH:21][C:8]2[C:7]([C:6]3[C:2]([CH3:1])=[N:3][NH:4][C:5]=3[CH3:22])=[CH:12][C:11]([C:13]3[C:14]([CH3:19])=[N:15][O:16][C:17]=3[CH3:18])=[CH:10][C:9]=2[N:20]=1, predict the reactants needed to synthesize it. The reactants are: [CH3:1][C:2]1[C:6]([C:7]2[CH:12]=[C:11]([C:13]3[C:14]([CH3:19])=[N:15][O:16][C:17]=3[CH3:18])[CH:10]=[C:9]([NH2:20])[C:8]=2[NH2:21])=[C:5]([CH3:22])[NH:4][N:3]=1.[F:23][C:24]1([F:30])[CH2:26][CH:25]1[C:27](O)=O.CCN(C(C)C)C(C)C.CN(C(ON1N=NC2C=CC=NC1=2)=[N+](C)C)C.F[P-](F)(F)(F)(F)F.C(O)(C(F)(F)F)=O.